Dataset: Forward reaction prediction with 1.9M reactions from USPTO patents (1976-2016). Task: Predict the product of the given reaction. (1) Given the reactants [NH:1]1[C:9]2[C:4](=[N:5][CH:6]=[CH:7][CH:8]=2)[CH2:3][CH2:2]1.[Cl:10][C:11]1[C:16]([CH3:17])=[C:15](Cl)[N:14]=[CH:13][N:12]=1, predict the reaction product. The product is: [Cl:10][C:11]1[N:12]=[CH:13][N:14]=[C:15]([N:1]2[C:9]3[C:4](=[N:5][CH:6]=[CH:7][CH:8]=3)[CH2:3][CH2:2]2)[C:16]=1[CH3:17]. (2) Given the reactants [C:1]([O:5][C:6]([NH:8][C:9]1[CH:17]=[CH:16][C:12]([C:13]([OH:15])=O)=[CH:11][CH:10]=1)=[O:7])([CH3:4])([CH3:3])[CH3:2].C(Cl)CCl.[CH:22]1[CH:23]=[CH:24][C:25]2N(O)N=N[C:26]=2[CH:27]=1.C(N(C(C)C)CC)(C)C.[NH2:41][C:42]1[CH:43]=[C:44]([NH:48][C:49](=O)OCC2C=CC=CC=2)[CH:45]=[CH:46][CH:47]=1.CN([CH:62]=[O:63])C, predict the reaction product. The product is: [O:63]=[C:62]([C:26]1[CH:25]=[CH:24][CH:23]=[CH:22][CH:27]=1)[CH:49]=[N:48][C:44]1[CH:43]=[C:42]([NH:41][C:13]([C:12]2[CH:11]=[CH:10][C:9]([NH:8][C:6](=[O:7])[O:5][C:1]([CH3:2])([CH3:3])[CH3:4])=[CH:17][CH:16]=2)=[O:15])[CH:47]=[CH:46][CH:45]=1. (3) Given the reactants [OH:1][C@H:2]1[CH2:7][CH2:6][CH2:5][N:4]([C:8]([O:10][C:11]([CH3:14])([CH3:13])[CH3:12])=[O:9])[CH2:3]1.[H-].[Na+].F[C:18]1[CH:26]=[CH:25][C:21]([C:22](O)=[O:23])=[CH:20][C:19]=1[N+:27]([O-:29])=[O:28].O.C[N:32](C=O)C, predict the reaction product. The product is: [NH2:32][C:22]([C:21]1[CH:25]=[CH:26][C:18]([O:1][C@H:2]2[CH2:7][CH2:6][CH2:5][N:4]([C:8]([O:10][C:11]([CH3:14])([CH3:13])[CH3:12])=[O:9])[CH2:3]2)=[C:19]([N+:27]([O-:29])=[O:28])[CH:20]=1)=[O:23]. (4) Given the reactants I[C:2]1[S:6][C:5]([C:7]2([O:11][CH2:12][C:13]([O:15][CH2:16]C)=[O:14])[CH2:10][CH2:9][CH2:8]2)=[N:4][CH:3]=1.[F-].[Cs+].CC1(C)C(C)(C)OB([C:28]2[CH:34]=[CH:33][C:31]([NH2:32])=[CH:30][CH:29]=2)O1.C(COC)OC, predict the reaction product. The product is: [NH2:32][C:31]1[CH:33]=[CH:34][C:28]([C:2]2[S:6][C:5]([C:7]3([O:11][CH2:12][C:13]([O:15][CH3:16])=[O:14])[CH2:8][CH2:9][CH2:10]3)=[N:4][CH:3]=2)=[CH:29][CH:30]=1. (5) The product is: [NH2:25][C:22]1[CH:23]=[CH:24][C:19]([S:16]([NH:15][C:9]2[CH:10]=[C:11]3[C:6](=[CH:7][CH:8]=2)[NH:5][C:4]2[CH2:3][N:2]([CH3:1])[CH2:14][CH2:13][C:12]3=2)(=[O:18])=[O:17])=[CH:20][CH:21]=1. Given the reactants [CH3:1][N:2]1[CH2:14][CH2:13][C:12]2[C:11]3[C:6](=[CH:7][CH:8]=[C:9]([NH:15][S:16]([C:19]4[CH:24]=[CH:23][C:22]([NH:25]C(=O)C)=[CH:21][CH:20]=4)(=[O:18])=[O:17])[CH:10]=3)[NH:5][C:4]=2[CH2:3]1.[OH-].[Na+].O.CCOC(C)=O, predict the reaction product. (6) Given the reactants [F:1][C:2]1[CH:7]=[CH:6][C:5]([C:8]2[N:9]=[C:10]([CH3:32])[N:11]([CH:19]3[CH2:24][CH2:23][N:22](C(OC(C)(C)C)=O)[CH2:21][CH2:20]3)[C:12]=2[C:13]2[CH:18]=[CH:17][N:16]=[CH:15][N:14]=2)=[CH:4][CH:3]=1.CNC1N=C(C2N(C3CCNCC3)C=NC=2C2C=CC=CC=2)C=CN=1, predict the reaction product. The product is: [F:1][C:2]1[CH:3]=[CH:4][C:5]([C:8]2[N:9]=[C:10]([CH3:32])[N:11]([CH:19]3[CH2:24][CH2:23][NH:22][CH2:21][CH2:20]3)[C:12]=2[C:13]2[CH:18]=[CH:17][N:16]=[CH:15][N:14]=2)=[CH:6][CH:7]=1.